From a dataset of Reaction yield outcomes from USPTO patents with 853,638 reactions. Predict the reaction yield, written as a fraction of the theoretical maximum amount of product (1.0 means a 100% yield; for example, 0.34 means a 34% yield). The reactants are [CH2:1]([N:8]([CH2:13][C:14]([OH:16])=O)[CH2:9][C:10]([OH:12])=O)[C:2]1[CH:7]=[CH:6][CH:5]=[CH:4][CH:3]=1.C(N1C=CN=C1)(N1C=CN=C1)=O.[CH2:29]([NH2:32])[C:30]#[CH:31]. The catalyst is C1COCC1. The product is [CH2:1]([N:8]1[CH2:9][C:10](=[O:12])[N:32]([CH2:29][C:30]#[CH:31])[C:14](=[O:16])[CH2:13]1)[C:2]1[CH:3]=[CH:4][CH:5]=[CH:6][CH:7]=1. The yield is 0.620.